This data is from NCI-60 drug combinations with 297,098 pairs across 59 cell lines. The task is: Regression. Given two drug SMILES strings and cell line genomic features, predict the synergy score measuring deviation from expected non-interaction effect. (1) Drug 1: CN(CC1=CN=C2C(=N1)C(=NC(=N2)N)N)C3=CC=C(C=C3)C(=O)NC(CCC(=O)O)C(=O)O. Drug 2: C1=NNC2=C1C(=O)NC=N2. Cell line: M14. Synergy scores: CSS=12.6, Synergy_ZIP=-4.30, Synergy_Bliss=-0.539, Synergy_Loewe=-17.6, Synergy_HSA=-3.17. (2) Drug 1: CN(CC1=CN=C2C(=N1)C(=NC(=N2)N)N)C3=CC=C(C=C3)C(=O)NC(CCC(=O)O)C(=O)O. Drug 2: C1C(C(OC1N2C=NC3=C2NC=NCC3O)CO)O. Cell line: K-562. Synergy scores: CSS=78.8, Synergy_ZIP=3.50, Synergy_Bliss=-0.669, Synergy_Loewe=-33.6, Synergy_HSA=-1.64. (3) Drug 1: C1CCC(CC1)NC(=O)N(CCCl)N=O. Drug 2: C1=CN(C(=O)N=C1N)C2C(C(C(O2)CO)O)O.Cl. Cell line: IGROV1. Synergy scores: CSS=38.6, Synergy_ZIP=-3.79, Synergy_Bliss=2.94, Synergy_Loewe=5.53, Synergy_HSA=5.51. (4) Drug 1: C1CCC(C1)C(CC#N)N2C=C(C=N2)C3=C4C=CNC4=NC=N3. Drug 2: C1CCN(CC1)CCOC2=CC=C(C=C2)C(=O)C3=C(SC4=C3C=CC(=C4)O)C5=CC=C(C=C5)O. Cell line: OVCAR-4. Synergy scores: CSS=-0.853, Synergy_ZIP=1.19, Synergy_Bliss=0.528, Synergy_Loewe=0.201, Synergy_HSA=-1.23. (5) Drug 1: COC1=CC(=CC(=C1O)OC)C2C3C(COC3=O)C(C4=CC5=C(C=C24)OCO5)OC6C(C(C7C(O6)COC(O7)C8=CC=CS8)O)O. Drug 2: C1C(C(OC1N2C=NC(=NC2=O)N)CO)O. Cell line: OVCAR-5. Synergy scores: CSS=19.8, Synergy_ZIP=-7.21, Synergy_Bliss=-4.03, Synergy_Loewe=-1.52, Synergy_HSA=-0.753. (6) Drug 1: CN(C)C(=N)N=C(N)N. Drug 2: COCCOC1=C(C=C2C(=C1)C(=NC=N2)NC3=CC=CC(=C3)C#C)OCCOC. Cell line: SK-OV-3. Synergy scores: CSS=50.3, Synergy_ZIP=-0.581, Synergy_Bliss=-0.929, Synergy_Loewe=-60.5, Synergy_HSA=1.48. (7) Drug 1: CCN(CC)CCCC(C)NC1=C2C=C(C=CC2=NC3=C1C=CC(=C3)Cl)OC. Drug 2: CC1C(C(CC(O1)OC2CC(CC3=C2C(=C4C(=C3O)C(=O)C5=CC=CC=C5C4=O)O)(C(=O)C)O)N)O. Cell line: MDA-MB-231. Synergy scores: CSS=42.1, Synergy_ZIP=-9.75, Synergy_Bliss=-9.54, Synergy_Loewe=-7.67, Synergy_HSA=-5.95.